Dataset: Forward reaction prediction with 1.9M reactions from USPTO patents (1976-2016). Task: Predict the product of the given reaction. (1) Given the reactants Br[C:2]1[S:3][CH:4]=[C:5]([CH2:7][N:8]([C:15]2[CH:20]=[CH:19][C:18]([F:21])=[CH:17][CH:16]=2)[C:9](=[O:14])[C:10]([CH3:13])([CH3:12])[CH3:11])[N:6]=1.[O:22]1[CH2:27][CH2:26][O:25][CH2:24][CH2:23]1.C1C2(C[CH2:36][NH:35][CH2:34][CH2:33]2)CCC1, predict the reaction product. The product is: [O:25]1[C:24]2([CH2:23][CH2:36][N:35]([C:2]3[S:3][CH:4]=[C:5]([CH2:7][N:8]([C:15]4[CH:20]=[CH:19][C:18]([F:21])=[CH:17][CH:16]=4)[C:9](=[O:14])[C:10]([CH3:13])([CH3:12])[CH3:11])[N:6]=3)[CH2:34][CH2:33]2)[O:22][CH2:27][CH2:26]1. (2) Given the reactants [F:1][C:2]1[CH:10]=[CH:9][C:5]([CH:6]=[N:7][OH:8])=[CH:4][CH:3]=1.BrN1C(=O)CCC1=O.N1C=CC=CC=1.N1([CH:30]=[CH:31][C:32]([O:34][CH3:35])=[O:33])CCCC1, predict the reaction product. The product is: [F:1][C:2]1[CH:10]=[CH:9][C:5]([C:6]2[C:31]([C:32]([O:34][CH3:35])=[O:33])=[CH:30][O:8][N:7]=2)=[CH:4][CH:3]=1. (3) Given the reactants [NH2:1][C:2]1[S:3][C:4]2([C:19](OC)=[O:20])[CH:6]([C@:7]([C:11]3[CH:16]=[C:15]([Br:17])[CH:14]=[CH:13][C:12]=3[F:18])([CH2:9][F:10])[N:8]=1)[CH2:5]2.[BH4-].[Li+].CO, predict the reaction product. The product is: [NH2:1][C:2]1[S:3][C@:4]2([CH2:19][OH:20])[C@H:6]([C@:7]([C:11]3[CH:16]=[C:15]([Br:17])[CH:14]=[CH:13][C:12]=3[F:18])([CH2:9][F:10])[N:8]=1)[CH2:5]2.